This data is from Reaction yield outcomes from USPTO patents with 853,638 reactions. The task is: Predict the reaction yield, written as a fraction of the theoretical maximum amount of product (1.0 means a 100% yield; for example, 0.34 means a 34% yield). (1) The reactants are CS(O[CH2:6][C@H:7]1[CH2:12][CH2:11][C@H:10]([NH:13][C:14]2[CH:19]=[C:18]([C:20]3[CH:25]=[CH:24][CH:23]=[C:22]([NH:26][CH2:27][C:28]4[CH:33]=[CH:32][CH:31]=[C:30]([F:34])[CH:29]=4)[N:21]=3)[C:17]([Cl:35])=[CH:16][N:15]=2)[CH2:9][CH2:8]1)(=O)=O.[CH3:36][NH2:37]. The catalyst is CO. The product is [Cl:35][C:17]1[C:18]([C:20]2[CH:25]=[CH:24][CH:23]=[C:22]([NH:26][CH2:27][C:28]3[CH:33]=[CH:32][CH:31]=[C:30]([F:34])[CH:29]=3)[N:21]=2)=[CH:19][C:14]([NH:13][C@H:10]2[CH2:11][CH2:12][C@H:7]([CH2:6][NH:37][CH3:36])[CH2:8][CH2:9]2)=[N:15][CH:16]=1. The yield is 0.520. (2) The reactants are Cl[C:2]1[CH:7]=[C:6]([CH3:8])[N:5]=[C:4]([C:9]2[CH:14]=[CH:13][CH:12]=[CH:11][N:10]=2)[N:3]=1.[F:15][C:16]([F:26])([F:25])[C:17]1[CH:18]=[C:19]([CH:22]=[CH:23][CH:24]=1)[CH2:20][NH2:21].Cl.N. The catalyst is O. The product is [CH3:8][C:6]1[N:5]=[C:4]([C:9]2[CH:14]=[CH:13][CH:12]=[CH:11][N:10]=2)[N:3]=[C:2]([NH:21][CH2:20][C:19]2[CH:22]=[CH:23][CH:24]=[C:17]([C:16]([F:15])([F:25])[F:26])[CH:18]=2)[CH:7]=1. The yield is 0.250. (3) The reactants are [NH2:1][C:2]1[N:6]([C:7]2[CH:12]=[CH:11][CH:10]=[CH:9][C:8]=2O)[N:5]=[C:4]([C:14]([CH3:17])([CH3:16])[CH3:15])[CH:3]=1.C1(P(C2C=CC=CC=2)C2C=CC=CC=2)C=CC=CC=1.[CH2:37]([O:44][CH2:45][C@H:46]([OH:48])[CH3:47])[C:38]1[CH:43]=[CH:42][CH:41]=[CH:40][CH:39]=1.CC(OC(/N=N/C(OC(C)C)=O)=O)C. The catalyst is C1COCC1.O. The product is [CH2:37]([O:44][CH2:45][C@H:46]([CH3:47])[O:48][C:9]1[CH:8]=[C:7]([N:6]2[C:2]([NH2:1])=[CH:3][C:4]([C:14]([CH3:17])([CH3:16])[CH3:15])=[N:5]2)[CH:12]=[CH:11][CH:10]=1)[C:38]1[CH:43]=[CH:42][CH:41]=[CH:40][CH:39]=1. The yield is 0.480. (4) The reactants are [C:1]1([S:11][C:12]2[C:21]3[C:16](=[CH:17][CH:18]=[CH:19][CH:20]=3)[CH:15]=[CH:14][CH:13]=2)[C:10]2[C:5](=[CH:6][CH:7]=[CH:8][CH:9]=2)[CH:4]=[CH:3][CH:2]=1.[O-:22][S:23]([C:26]([F:29])([F:28])[F:27])(=[O:25])=[O:24].[C:30]1([I+]C2C=CC=CC=2)[CH:35]=[CH:34][CH:33]=[CH:32][CH:31]=1.CCOCC. The catalyst is O. The product is [O-:25][S:23]([C:26]([F:29])([F:28])[F:27])(=[O:24])=[O:22].[C:1]1([S+:11]([C:12]2[C:21]3[C:16](=[CH:17][CH:18]=[CH:19][CH:20]=3)[CH:15]=[CH:14][CH:13]=2)[C:30]2[CH:35]=[CH:34][CH:33]=[CH:32][CH:31]=2)[C:10]2[C:5](=[CH:6][CH:7]=[CH:8][CH:9]=2)[CH:4]=[CH:3][CH:2]=1. The yield is 0.900. (5) The product is [F:21][C:22]([F:38])([F:39])[C:23]1[CH:37]=[CH:36][C:26]([CH2:27][O:28][C:29]([N:15]2[CH2:16][CH2:17][CH2:18][CH:13]([C:11]3[CH:10]=[CH:9][C:8]([CH3:19])=[C:7]([NH:6][CH2:5][C:4]([O:3][CH2:1][CH3:2])=[O:20])[CH:12]=3)[CH2:14]2)=[O:30])=[CH:25][CH:24]=1. The reactants are [CH2:1]([O:3][C:4](=[O:20])[CH2:5][NH:6][C:7]1[CH:12]=[C:11]([CH:13]2[CH2:18][CH2:17][CH2:16][NH:15][CH2:14]2)[CH:10]=[CH:9][C:8]=1[CH3:19])[CH3:2].[F:21][C:22]([F:39])([F:38])[C:23]1[CH:37]=[CH:36][C:26]([CH2:27][O:28][C:29](N2C=CN=C2)=[O:30])=[CH:25][CH:24]=1. The catalyst is C1(C)C=CC=CC=1. The yield is 0.370. (6) The reactants are [CH3:1][N:2]1[CH:6]=[CH:5][CH:4]=[C:3]1[C:7]#[N:8].C([O:12][B:13](OC(C)C)[O:14]C(C)C)(C)C.[Li+].CC([N-]C(C)C)C. The catalyst is C1COCC1. The product is [C:7]([C:3]1[N:2]([CH3:1])[C:6]([B:13]([OH:14])[OH:12])=[CH:5][CH:4]=1)#[N:8]. The yield is 0.700. (7) The reactants are Cl[C:2]1[CH:7]=[CH:6][C:5]([N+:8]([O-:10])=[O:9])=[CH:4][C:3]=1[CH3:11].[CH3:12][C:13]1[N:14]=[CH:15][NH:16][CH:17]=1.C(=O)([O-])[O-].[Cs+].[Cs+]. The catalyst is C(#N)C. The product is [CH3:12][C:13]1[N:14]=[CH:15][N:16]([C:2]2[CH:7]=[CH:6][C:5]([N+:8]([O-:10])=[O:9])=[CH:4][C:3]=2[CH3:11])[CH:17]=1. The yield is 0.500.